This data is from Forward reaction prediction with 1.9M reactions from USPTO patents (1976-2016). The task is: Predict the product of the given reaction. (1) The product is: [CH3:26][O:27][C:28]1[CH:29]=[C:30]([NH:40][C:41]2[N:43]=[CH:3][C:4]3[CH2:9][CH2:8][CH2:7][CH:6]([N:10]4[CH2:11][CH2:12][O:13][CH2:14][CH2:15]4)[C:5]=3[N:42]=2)[CH:31]=[CH:32][C:33]=1[N:34]1[CH:38]=[C:37]([CH3:39])[N:36]=[CH:35]1. Given the reactants CN(C)[CH:3]=[C:4]1[CH2:9][CH2:8][CH2:7][CH:6]([N:10]2[CH2:15][CH2:14][O:13][CH2:12][CH2:11]2)[C:5]1=O.[N+]([O-])(O)=O.[N+]([O-])(O)=O.[CH3:26][O:27][C:28]1[CH:29]=[C:30]([NH:40][C:41]([NH2:43])=[NH:42])[CH:31]=[CH:32][C:33]=1[N:34]1[CH:38]=[C:37]([CH3:39])[N:36]=[CH:35]1, predict the reaction product. (2) Given the reactants C(OC([N:8]1[CH2:13][CH2:12][CH2:11][CH:10]([C:14]2[CH:19]=[CH:18][CH:17]=[C:16]([NH:20][S:21]([C:24]3[CH:29]=[CH:28][C:27]([O:30][C:31]([F:34])([F:33])[F:32])=[CH:26][CH:25]=3)(=[O:23])=[O:22])[CH:15]=2)[CH2:9]1)=O)(C)(C)C.FC(F)(F)C(O)=O, predict the reaction product. The product is: [NH:8]1[CH2:13][CH2:12][CH2:11][CH:10]([C:14]2[CH:15]=[C:16]([NH:20][S:21]([C:24]3[CH:29]=[CH:28][C:27]([O:30][C:31]([F:34])([F:32])[F:33])=[CH:26][CH:25]=3)(=[O:23])=[O:22])[CH:17]=[CH:18][CH:19]=2)[CH2:9]1. (3) Given the reactants [OH:1][C@H:2]1[CH2:6][N:5]([C:7]([O:9][C:10]([CH3:13])([CH3:12])[CH3:11])=[O:8])[C@H:4]([C:14]([O:16][CH3:17])=[O:15])[CH2:3]1, predict the reaction product. The product is: [O:1]=[C:2]1[CH2:6][N:5]([C:7]([O:9][C:10]([CH3:11])([CH3:12])[CH3:13])=[O:8])[C@H:4]([C:14]([O:16][CH3:17])=[O:15])[CH2:3]1. (4) Given the reactants [CH2:1]([O:8][C:9]([N:11]1[CH2:15][CH2:14][CH2:13][C@H:12]1[C:16](=O)[CH2:17]Br)=[O:10])[C:2]1[CH:7]=[CH:6][CH:5]=[CH:4][CH:3]=1.[NH2:20][C:21]1[C:26]([Br:27])=[CH:25][CH:24]=[CH:23][N:22]=1, predict the reaction product. The product is: [CH2:1]([O:8][C:9]([N:11]1[CH2:15][CH2:14][CH2:13][C@H:12]1[C:16]1[N:20]=[C:21]2[C:26]([Br:27])=[CH:25][CH:24]=[CH:23][N:22]2[CH:17]=1)=[O:10])[C:2]1[CH:3]=[CH:4][CH:5]=[CH:6][CH:7]=1. (5) The product is: [CH3:21][N:18]1[CH2:19][CH2:20][N:15]([C:13]2[CH:12]=[CH:11][C:3]([C:4]([O:6][C:7]([CH3:10])([CH3:9])[CH3:8])=[O:5])=[C:2]([NH:1][CH:26]3[CH2:27][CH2:28][N:23]([CH3:22])[CH2:24][CH2:25]3)[CH:14]=2)[CH2:16][CH2:17]1. Given the reactants [NH2:1][C:2]1[CH:14]=[C:13]([N:15]2[CH2:20][CH2:19][N:18]([CH3:21])[CH2:17][CH2:16]2)[CH:12]=[CH:11][C:3]=1[C:4]([O:6][C:7]([CH3:10])([CH3:9])[CH3:8])=[O:5].[CH3:22][N:23]1[CH2:28][CH2:27][CH2:26][CH2:25][C:24]1=O.FC(F)(F)C(O)=O.C(O[BH-](OC(=O)C)OC(=O)C)(=O)C.[Na+].C([O-])(O)=O.[Na+], predict the reaction product.